Dataset: Peptide-MHC class I binding affinity with 185,985 pairs from IEDB/IMGT. Task: Regression. Given a peptide amino acid sequence and an MHC pseudo amino acid sequence, predict their binding affinity value. This is MHC class I binding data. (1) The peptide sequence is IRQVLFLEKIE. The MHC is Mamu-B08 with pseudo-sequence Mamu-B08. The binding affinity (normalized) is 0.161. (2) The peptide sequence is GMVPLHIPE. The MHC is HLA-A02:01 with pseudo-sequence HLA-A02:01. The binding affinity (normalized) is 0. (3) The peptide sequence is EVCQATSQY. The MHC is HLA-B14:02 with pseudo-sequence HLA-B14:02. The binding affinity (normalized) is 0.213. (4) The peptide sequence is RLLPSLLLLL. The MHC is HLA-A68:02 with pseudo-sequence HLA-A68:02. The binding affinity (normalized) is 0.179. (5) The peptide sequence is KVVNRWLFR. The MHC is HLA-A03:01 with pseudo-sequence HLA-A03:01. The binding affinity (normalized) is 0.502. (6) The peptide sequence is KQSKEGKAGYI. The MHC is Mamu-B03 with pseudo-sequence Mamu-B03. The binding affinity (normalized) is 0.570.